This data is from Catalyst prediction with 721,799 reactions and 888 catalyst types from USPTO. The task is: Predict which catalyst facilitates the given reaction. (1) Reactant: [CH3:1][O:2][C:3](=[O:32])[CH2:4][CH2:5][CH2:6][CH2:7][CH2:8][NH:9][C:10]1[C:11]2[C:18]([C:19]3[CH:24]=[CH:23][C:22]([NH2:25])=[CH:21][CH:20]=3)=[C:17]([C:26]3[CH:31]=[CH:30][CH:29]=[CH:28][CH:27]=3)[O:16][C:12]=2[N:13]=[CH:14][N:15]=1.[CH2:33](N(CC)CC)[CH3:34].C(I)C. Product: [CH3:1][O:2][C:3](=[O:32])[CH2:4][CH2:5][CH2:6][CH2:7][CH2:8][NH:9][C:10]1[C:11]2[C:18]([C:19]3[CH:20]=[CH:21][C:22]([NH:25][CH2:33][CH3:34])=[CH:23][CH:24]=3)=[C:17]([C:26]3[CH:27]=[CH:28][CH:29]=[CH:30][CH:31]=3)[O:16][C:12]=2[N:13]=[CH:14][N:15]=1. The catalyst class is: 245. (2) Reactant: [CH2:1]([O:8][N:9]([CH2:35][C:36]1[C:41]([O:42][CH3:43])=[CH:40][C:39]([O:44][CH3:45])=[CH:38][C:37]=1[O:46][CH3:47])[C:10](=[O:34])[CH2:11][CH2:12][C:13]1([CH2:23][C:24]2[CH:29]=[CH:28][C:27]([C:30]([O:32]C)=[O:31])=[CH:26][CH:25]=2)[C:18](=[O:19])[O:17]C(C)(C)[O:15][C:14]1=[O:22])[C:2]1[CH:7]=[CH:6][CH:5]=[CH:4][CH:3]=1.O1CCOCC1.[OH-].[Na+]. Product: [CH2:1]([O:8][N:9]([CH2:35][C:36]1[C:37]([O:46][CH3:47])=[CH:38][C:39]([O:44][CH3:45])=[CH:40][C:41]=1[O:42][CH3:43])[C:10](=[O:34])[CH2:11][CH2:12][C:13]([CH2:23][C:24]1[CH:29]=[CH:28][C:27]([C:30]([OH:32])=[O:31])=[CH:26][CH:25]=1)([C:14]([OH:22])=[O:15])[C:18]([OH:19])=[O:17])[C:2]1[CH:7]=[CH:6][CH:5]=[CH:4][CH:3]=1. The catalyst class is: 6. (3) Reactant: [Na].[CH3:2][O:3][C:4]1[CH:9]=[CH:8][C:7]([C:10]2[CH:11]=[C:12]([SH:20])[C:13]3[CH:14]=[CH:15][N:16]=[CH:17][C:18]=3[CH:19]=2)=[CH:6][CH:5]=1.[C:21]([O:25][C:26](=[O:31])[NH:27][CH2:28][CH2:29]Br)([CH3:24])([CH3:23])[CH3:22].C(=O)([O-])[O-].[K+].[K+]. Product: [C:21]([O:25][C:26](=[O:31])[NH:27][CH2:28][CH2:29][S:20][C:12]1[CH:11]=[C:10]([C:7]2[CH:8]=[CH:9][C:4]([O:3][CH3:2])=[CH:5][CH:6]=2)[CH:19]=[C:18]2[C:13]=1[CH:14]=[CH:15][N:16]=[CH:17]2)([CH3:24])([CH3:23])[CH3:22]. The catalyst class is: 21. (4) Reactant: [N:1]1([CH2:6][CH2:7][O:8][C:9]2[CH:18]=[C:17]3[C:12]([C:13](=[O:27])[N:14](COC(=O)C(C)(C)C)[CH:15]=[N:16]3)=[CH:11][C:10]=2[O:28][CH3:29])[CH:5]=[CH:4][N:3]=[CH:2]1. Product: [N:1]1([CH2:6][CH2:7][O:8][C:9]2[CH:18]=[C:17]3[C:12]([C:13](=[O:27])[NH:14][CH:15]=[N:16]3)=[CH:11][C:10]=2[O:28][CH3:29])[CH:5]=[CH:4][N:3]=[CH:2]1. The catalyst class is: 328. (5) Reactant: I[C:2]1[N:7]=[CH:6][C:5]([Br:8])=[CH:4][N:3]=1.[F:9][C:10]([F:26])([F:25])[O:11][C:12]1[CH:17]=[CH:16][C:15](C2C=CC(O)=CC=2)=[CH:14][CH:13]=1.C([O-])([O-])=O.[Na+].[Na+]. Product: [Br:8][C:5]1[CH:4]=[N:3][C:2]([C:15]2[CH:14]=[CH:13][C:12]([O:11][C:10]([F:9])([F:25])[F:26])=[CH:17][CH:16]=2)=[N:7][CH:6]=1. The catalyst class is: 398. (6) Reactant: C[C:2]1(C)[O:6][C:5](=[CH:7][C:8]([N:10]([CH2:13][CH2:14][C:15]2[CH:20]=[CH:19][C:18]([F:21])=[CH:17][CH:16]=2)[O:11][CH3:12])=[O:9])[C:4](=[O:22])[O:3]1. Product: [CH3:2][O:3][C:4](=[O:22])[C:5]([OH:6])=[CH:7][C:8](=[O:9])[N:10]([CH2:13][CH2:14][C:15]1[CH:16]=[CH:17][C:18]([F:21])=[CH:19][CH:20]=1)[O:11][CH3:12]. The catalyst class is: 5.